Task: Predict which catalyst facilitates the given reaction.. Dataset: Catalyst prediction with 721,799 reactions and 888 catalyst types from USPTO Reactant: [CH2:1]([O:3][C:4]([C:6]1[N:11]=[C:10](Br)[C:9]2[S:13][C:14]([C:16]3[CH:21]=[CH:20][CH:19]=[CH:18][CH:17]=3)=[N:15][C:8]=2[C:7]=1[OH:22])=[O:5])[CH3:2].[C:23]1(B(O)O)[CH:28]=[CH:27][CH:26]=[CH:25][CH:24]=1.C(=O)([O-])[O-].[Cs+].[Cs+]. Product: [CH2:1]([O:3][C:4]([C:6]1[N:11]=[C:10]([C:23]2[CH:28]=[CH:27][CH:26]=[CH:25][CH:24]=2)[C:9]2[S:13][C:14]([C:16]3[CH:21]=[CH:20][CH:19]=[CH:18][CH:17]=3)=[N:15][C:8]=2[C:7]=1[OH:22])=[O:5])[CH3:2]. The catalyst class is: 77.